Dataset: Full USPTO retrosynthesis dataset with 1.9M reactions from patents (1976-2016). Task: Predict the reactants needed to synthesize the given product. (1) Given the product [OH:12][CH:9]1[CH2:8][CH2:7][C:6]2([C:4](=[O:5])[N:25]([CH2:24][C:23]3[CH:26]=[CH:27][C:20]([O:19][C:18]([F:17])([F:28])[F:29])=[CH:21][CH:22]=3)[CH2:14][CH2:13]2)[CH2:11][CH2:10]1, predict the reactants needed to synthesize it. The reactants are: C(O[C:4]([C:6]1([CH2:13][CH2:14]OC)[CH2:11][CH2:10][CH:9]([OH:12])[CH2:8][CH2:7]1)=[O:5])C.[F:17][C:18]([F:29])([F:28])[O:19][C:20]1[CH:27]=[CH:26][C:23]([CH2:24][NH2:25])=[CH:22][CH:21]=1. (2) Given the product [NH2:1][CH2:4][CH2:5][C:6]1[CH:7]=[C:8]([C:16]([O:18][CH3:19])=[O:17])[C:9]2[C:14]([CH:15]=1)=[CH:13][CH:12]=[CH:11][CH:10]=2, predict the reactants needed to synthesize it. The reactants are: [N:1]([CH2:4][CH2:5][C:6]1[CH:7]=[C:8]([C:16]([O-:18])=[O:17])[C:9]2[C:14]([CH:15]=1)=[CH:13][CH:12]=[CH:11][CH:10]=2)=[N+]=[N-].[C:19]1(P(C2C=CC=CC=2)C2C=CC=CC=2)C=CC=CC=1.O. (3) Given the product [O:34]=[S:2]1(=[O:1])[C:8]2[CH:9]=[C:10]([O:15][CH2:16][C:17]([OH:19])=[O:18])[C:11]([S:13][CH3:14])=[CH:12][C:7]=2[N:6]([C:22]2[CH:27]=[CH:26][CH:25]=[CH:24][CH:23]=2)[CH2:5][C:4]([CH2:30][CH2:31][CH2:32][CH3:33])([CH2:28][CH3:29])[CH2:3]1, predict the reactants needed to synthesize it. The reactants are: [O:1]=[S:2]1(=[O:34])[C:8]2[CH:9]=[C:10]([O:15][CH2:16][C:17]([O:19]CC)=[O:18])[C:11]([S:13][CH3:14])=[CH:12][C:7]=2[N:6]([C:22]2[CH:27]=[CH:26][CH:25]=[CH:24][CH:23]=2)[CH2:5][C:4]([CH2:30][CH2:31][CH2:32][CH3:33])([CH2:28][CH3:29])[CH2:3]1.C1COCC1.[Li+].[OH-]. (4) The reactants are: CN(C=O)C.S(Cl)([Cl:8])=O.[CH2:10]([O:20][C:21]1[CH:22]=[C:23]([CH:26]=[C:27]([O:29][CH2:30][CH2:31][CH2:32][CH2:33][CH2:34][CH2:35][CH2:36][CH2:37][CH2:38][CH3:39])[CH:28]=1)[CH2:24]O)[CH2:11][CH2:12][CH2:13][CH2:14][CH2:15][CH2:16][CH2:17][CH2:18][CH3:19].N1C=CC=CC=1. Given the product [CH2:10]([O:20][C:21]1[CH:22]=[C:23]([CH:26]=[C:27]([O:29][CH2:30][CH2:31][CH2:32][CH2:33][CH2:34][CH2:35][CH2:36][CH2:37][CH2:38][CH3:39])[CH:28]=1)[CH2:24][Cl:8])[CH2:11][CH2:12][CH2:13][CH2:14][CH2:15][CH2:16][CH2:17][CH2:18][CH3:19], predict the reactants needed to synthesize it. (5) Given the product [Cl:43][C:44]1[C:54]([Cl:55])=[CH:53][C:47]([O:48][CH2:49][CH:50]([OH:51])[CH2:52][N:38]2[C:37](=[O:40])[N:35]3[CH:36]=[C:31]([C:28]4[CH:29]=[CH:30][C:25]([C:24]([F:23])([F:41])[F:42])=[CH:26][CH:27]=4)[CH:32]=[CH:33][C:34]3=[N:39]2)=[C:46]([O:56][CH3:57])[CH:45]=1, predict the reactants needed to synthesize it. The reactants are: ClC1C(Cl)=CC(O)=C(OC)C=1.C(C1OC1)Cl.C([O-])([O-])=O.[K+].[K+].[F:23][C:24]([F:42])([F:41])[C:25]1[CH:30]=[CH:29][C:28]([C:31]2[CH:32]=[CH:33][C:34]3[N:35]([C:37](=[O:40])[NH:38][N:39]=3)[CH:36]=2)=[CH:27][CH:26]=1.[Cl:43][C:44]1[C:54]([Cl:55])=[CH:53][C:47]([O:48][CH2:49][CH:50]2[CH2:52][O:51]2)=[C:46]([O:56][CH3:57])[CH:45]=1. (6) The reactants are: [Cl:1][C:2]1[C:7]([Cl:8])=[CH:6][CH:5]=[CH:4][C:3]=1[S:9]([NH:12][C:13]1[C:18]([O:19][CH3:20])=[N:17][C:16]([F:21])=[C:15]([N+:22]([O-])=O)[N:14]=1)(=[O:11])=[O:10]. Given the product [NH2:22][C:15]1[N:14]=[C:13]([NH:12][S:9]([C:3]2[CH:4]=[CH:5][CH:6]=[C:7]([Cl:8])[C:2]=2[Cl:1])(=[O:11])=[O:10])[C:18]([O:19][CH3:20])=[N:17][C:16]=1[F:21], predict the reactants needed to synthesize it.